Dataset: Peptide-MHC class II binding affinity with 134,281 pairs from IEDB. Task: Regression. Given a peptide amino acid sequence and an MHC pseudo amino acid sequence, predict their binding affinity value. This is MHC class II binding data. (1) The peptide sequence is KRWIILGLNKIVRMYSPTSI. The MHC is DRB3_0101 with pseudo-sequence DRB3_0101. The binding affinity (normalized) is 0.485. (2) The peptide sequence is LIEKINAGFKAAVAA. The MHC is HLA-DPA10201-DPB10501 with pseudo-sequence HLA-DPA10201-DPB10501. The binding affinity (normalized) is 0.487. (3) The peptide sequence is YPIILRLGSQLSLSM. The MHC is DRB1_0301 with pseudo-sequence DRB1_0301. The binding affinity (normalized) is 0.509. (4) The peptide sequence is GKAKGSRAIWYMWLG. The MHC is HLA-DQA10601-DQB10402 with pseudo-sequence HLA-DQA10601-DQB10402. The binding affinity (normalized) is 0.408. (5) The peptide sequence is VEDNLVKLKNVLNVY. The MHC is DRB3_0101 with pseudo-sequence DRB3_0101. The binding affinity (normalized) is 0.224. (6) The binding affinity (normalized) is 0.812. The peptide sequence is FIRINNLKVKMAQED. The MHC is DRB1_0701 with pseudo-sequence DRB1_0701. (7) The peptide sequence is AAARAGTTVYGAFAA. The binding affinity (normalized) is 0.728. The MHC is HLA-DQA10102-DQB10602 with pseudo-sequence HLA-DQA10102-DQB10602. (8) The peptide sequence is LIDTKCYKLEHPV. The MHC is DRB1_0301 with pseudo-sequence DRB1_0301. The binding affinity (normalized) is 0. (9) The peptide sequence is VIIMDEAHFLDPASIHHHHHH. The MHC is HLA-DQA10102-DQB10501 with pseudo-sequence HLA-DQA10102-DQB10501. The binding affinity (normalized) is 0.422.